Dataset: Full USPTO retrosynthesis dataset with 1.9M reactions from patents (1976-2016). Task: Predict the reactants needed to synthesize the given product. (1) Given the product [C:1]([O:5][C:6]([NH:8][N:9]([C:19]([C:21]1[C:30](=[O:31])[C:29]2[C:24](=[CH:25][C:26]([Cl:32])=[CH:27][CH:28]=2)[NH:23][C:22]=1[C:33]([N:35]1[CH2:36][CH2:37][CH2:38][CH2:39]1)=[O:34])=[O:20])[CH2:10][C:11]1[CH:16]=[CH:15][C:14]([O:17][C:49](=[O:50])[N:48]([CH3:52])[CH3:47])=[C:13]([CH3:18])[CH:12]=1)=[O:7])([CH3:4])([CH3:2])[CH3:3], predict the reactants needed to synthesize it. The reactants are: [C:1]([O:5][C:6]([NH:8][N:9]([C:19]([C:21]1[C:30](=[O:31])[C:29]2[C:24](=[CH:25][C:26]([Cl:32])=[CH:27][CH:28]=2)[NH:23][C:22]=1[C:33]([N:35]1[CH2:39][CH2:38][CH2:37][CH2:36]1)=[O:34])=[O:20])[CH2:10][C:11]1[CH:16]=[CH:15][C:14]([OH:17])=[C:13]([CH3:18])[CH:12]=1)=[O:7])([CH3:4])([CH3:3])[CH3:2].C(N(CC)CC)C.[CH3:47][N:48]([CH3:52])[C:49](Cl)=[O:50]. (2) Given the product [CH2:9]([O:11][C:12]([C:14]1[C:19](=[O:20])[NH:18][C:17]2[CH:21]=[CH:22][S:23][C:16]=2[C:15]=1[N:28]1[CH2:29][CH2:30][N:25]([C:31]([C:33]2[S:34][CH:35]=[CH:36][CH:37]=2)=[O:32])[CH2:26][CH2:27]1)=[O:13])[CH3:10], predict the reactants needed to synthesize it. The reactants are: N12CCN(CC1)CC2.[CH2:9]([O:11][C:12]([C:14]1[C:19](=[O:20])[NH:18][C:17]2[CH:21]=[CH:22][S:23][C:16]=2[C:15]=1Cl)=[O:13])[CH3:10].[N:25]1([C:31]([C:33]2[S:34][CH:35]=[CH:36][CH:37]=2)=[O:32])[CH2:30][CH2:29][NH:28][CH2:27][CH2:26]1. (3) The reactants are: [Br:1][C:2]1[CH:10]=[C:9]2[C:5]([C:6]([C:11]([OH:13])=O)=[N:7][NH:8]2)=[CH:4][CH:3]=1.C1N=CN(C(N2C=NC=C2)=O)C=1.[NH:26]1[CH2:31][CH2:30][O:29][CH2:28][CH2:27]1. Given the product [Br:1][C:2]1[CH:10]=[C:9]2[C:5]([C:6]([C:11]([N:26]3[CH2:31][CH2:30][O:29][CH2:28][CH2:27]3)=[O:13])=[N:7][NH:8]2)=[CH:4][CH:3]=1, predict the reactants needed to synthesize it. (4) Given the product [C:27]([O:30][CH:31]1[CH2:36][CH2:35][O:34][C:33]([C:41]2[CH:46]=[CH:45][N:44]=[CH:43][C:42]=2[NH:47][C:15](=[O:17])[C:13]2[CH:12]=[CH:11][C:10]([F:18])=[C:9]([C:3]3[C:4]([F:8])=[CH:5][CH:6]=[CH:7][C:2]=3[F:1])[N:14]=2)([C:37]([F:39])([F:38])[F:40])[CH2:32]1)(=[O:29])[CH3:28].[F:1][C:2]1[CH:7]=[CH:6][CH:5]=[C:4]([F:8])[C:3]=1[C:9]1[N:14]=[C:13]([C:15]([NH:62][C:57]2[CH:58]=[N:59][CH:60]=[CH:61][C:56]=2[C:50]2([C:49]([F:48])([F:63])[F:64])[CH2:55][CH2:54][CH2:53][CH2:52][O:51]2)=[O:16])[CH:12]=[CH:11][C:10]=1[F:18], predict the reactants needed to synthesize it. The reactants are: [F:1][C:2]1[CH:7]=[CH:6][CH:5]=[C:4]([F:8])[C:3]=1[C:9]1[N:14]=[C:13]([C:15]([OH:17])=[O:16])[CH:12]=[CH:11][C:10]=1[F:18].ClC(N(C)C)=C(C)C.[C:27]([O:30][CH:31]1[CH2:36][CH2:35][O:34][C:33]([C:41]2[CH:46]=[CH:45][N:44]=[CH:43][C:42]=2[NH2:47])([C:37]([F:40])([F:39])[F:38])[CH2:32]1)(=[O:29])[CH3:28].[F:48][C:49]([F:64])([F:63])[C:50]1([C:56]2[CH:61]=[CH:60][N:59]=[CH:58][C:57]=2[NH2:62])[CH2:55][CH2:54][CH2:53][CH2:52][O:51]1.N1C=CC=CC=1.